From a dataset of Full USPTO retrosynthesis dataset with 1.9M reactions from patents (1976-2016). Predict the reactants needed to synthesize the given product. Given the product [NH:11]1[C:12]2[C:8](=[C:7]([CH2:6][O:5][C:4]3[CH:23]=[CH:24][C:25]([O:27][CH3:28])=[CH:26][C:3]=3[CH:1]=[O:2])[CH:15]=[CH:14][CH:13]=2)[CH:9]=[N:10]1, predict the reactants needed to synthesize it. The reactants are: [CH:1]([C:3]1[CH:26]=[C:25]([O:27][CH3:28])[CH:24]=[CH:23][C:4]=1[O:5][CH2:6][C:7]1[CH:15]=[CH:14][CH:13]=[C:12]2[C:8]=1[CH:9]=[N:10][N:11]2C(OC(C)(C)C)=O)=[O:2].C(O)(C(F)(F)F)=O.